Binary Classification. Given a miRNA mature sequence and a target amino acid sequence, predict their likelihood of interaction. From a dataset of Experimentally validated miRNA-target interactions with 360,000+ pairs, plus equal number of negative samples. The miRNA is hsa-miR-214-3p with sequence ACAGCAGGCACAGACAGGCAGU. The protein sequence of the target gene is MAAPAEPCAGQGVWNQTEPEPAATSLLSLCFLRTAGVWVPPMYLWVLGPIYLLFIHHHGRGYLRMSPLFKAKMVLGFALIVLCTSSVAVALWKIQQGTPEAPEFLIHPTVWLTTMSFAVFLIHTERKKGVQSSGVLFGYWLLCFVLPATNAAQQASGAGFQSDPVRHLSTYLCLSLVVAQFVLSCLADQPPFFPEDPQQSNPCPETGAAFPSKATFWWVSGLVWRGYRRPLRPKDLWSLGRENSSEELVSRLEKEWMRNRSAARRHNKAIAFKRKGGSGMKAPETEPFLRQEGSQWRPLL.... Result: 1 (interaction).